This data is from Forward reaction prediction with 1.9M reactions from USPTO patents (1976-2016). The task is: Predict the product of the given reaction. (1) Given the reactants [CH3:1][S:2](Cl)(=[O:4])=[O:3].[Br:6][C:7]1[CH:8]=[C:9]([Cl:19])[C:10]([CH:13]2[O:17][CH2:16][CH:15]([OH:18])[CH2:14]2)=[N:11][CH:12]=1, predict the reaction product. The product is: [CH3:1][S:2]([O:18][CH:15]1[CH2:14][CH:13]([C:10]2[C:9]([Cl:19])=[CH:8][C:7]([Br:6])=[CH:12][N:11]=2)[O:17][CH2:16]1)(=[O:4])=[O:3]. (2) Given the reactants C[O:2][C:3]1[N:8]=[CH:7][C:6]([CH2:9][C:10]2[C:11](=[O:17])[NH:12][C:13](=[S:16])[NH:14][CH:15]=2)=[CH:5][CH:4]=1.Cl, predict the reaction product. The product is: [O:2]=[C:3]1[NH:8][CH:7]=[C:6]([CH2:9][C:10]2[C:11](=[O:17])[NH:12][C:13](=[S:16])[NH:14][CH:15]=2)[CH:5]=[CH:4]1. (3) Given the reactants C([O:3][C:4]([CH:6]1[CH2:11][CH2:10][N:9]([C:12]2[CH:17]=[CH:16][C:15]([C:18](=[O:30])[NH:19][C:20]3[CH:25]=[CH:24][CH:23]=[C:22]([C:26]([CH3:29])([CH3:28])[CH3:27])[CH:21]=3)=[CH:14][CH:13]=2)[CH2:8][CH2:7]1)=[O:5])C.IC1C=CC(NC(C2C=CC(N3CCC(C(O)=O)CC3)=NC=2)=O)=CC=1C, predict the reaction product. The product is: [C:26]([C:22]1[CH:21]=[C:20]([NH:19][C:18]([C:15]2[CH:16]=[CH:17][C:12]([N:9]3[CH2:10][CH2:11][CH:6]([C:4]([OH:5])=[O:3])[CH2:7][CH2:8]3)=[CH:13][CH:14]=2)=[O:30])[CH:25]=[CH:24][CH:23]=1)([CH3:29])([CH3:27])[CH3:28]. (4) Given the reactants [F:1][C:2]1[CH:7]=[C:6]([C:8]([O:10][CH3:11])=[O:9])[CH:5]=[CH:4][C:3]=1[C:12]1[CH:17]=[CH:16][C:15]([O:18][CH3:19])=[CH:14][C:13]=1[F:20].[I-:21], predict the reaction product. The product is: [F:1][C:2]1[CH:7]=[C:6]([C:8]([O:10][CH3:11])=[O:9])[CH:5]=[CH:4][C:3]=1[C:12]1[CH:17]=[C:16]([I:21])[C:15]([O:18][CH3:19])=[CH:14][C:13]=1[F:20].